This data is from Reaction yield outcomes from USPTO patents with 853,638 reactions. The task is: Predict the reaction yield, written as a fraction of the theoretical maximum amount of product (1.0 means a 100% yield; for example, 0.34 means a 34% yield). The reactants are [H-].[Na+].[C:3]([O:22][CH2:23][CH2:24][O:25][CH2:26][CH2:27][O:28][CH2:29][CH2:30][O:31][CH2:32][CH2:33][O:34][CH2:35][CH2:36][O:37][C:38]1[CH:43]=[CH:42][C:41]([OH:44])=[CH:40][CH:39]=1)([C:16]1[CH:21]=[CH:20][CH:19]=[CH:18][CH:17]=1)([C:10]1[CH:15]=[CH:14][CH:13]=[CH:12][CH:11]=1)[C:4]1[CH:9]=[CH:8][CH:7]=[CH:6][CH:5]=1.Br[CH2:46][CH2:47][O:48][CH2:49][CH2:50][O:51][CH2:52][CH2:53][O:54][CH2:55][CH2:56][O:57][CH2:58][CH2:59][O:60][CH2:61][C:62]1[CH:67]=[CH:66][CH:65]=[CH:64][CH:63]=1. The catalyst is C1COCC1. The product is [CH2:61]([O:60][CH2:59][CH2:58][O:57][CH2:56][CH2:55][O:54][CH2:53][CH2:52][O:51][CH2:50][CH2:49][O:48][CH2:47][CH2:46][O:44][C:41]1[CH:42]=[CH:43][C:38]([O:37][CH2:36][CH2:35][O:34][CH2:33][CH2:32][O:31][CH2:30][CH2:29][O:28][CH2:27][CH2:26][O:25][CH2:24][CH2:23][O:22][C:3]([C:16]2[CH:21]=[CH:20][CH:19]=[CH:18][CH:17]=2)([C:10]2[CH:11]=[CH:12][CH:13]=[CH:14][CH:15]=2)[C:4]2[CH:5]=[CH:6][CH:7]=[CH:8][CH:9]=2)=[CH:39][CH:40]=1)[C:62]1[CH:63]=[CH:64][CH:65]=[CH:66][CH:67]=1. The yield is 0.840.